From a dataset of Forward reaction prediction with 1.9M reactions from USPTO patents (1976-2016). Predict the product of the given reaction. (1) The product is: [F:32][C:31]1[CH:30]=[C:29]([CH2:33][CH2:34][C:35]([OH:37])=[O:36])[CH:28]=[C:27]([F:40])[C:26]=1[O:5][CH2:6][C:7]1[C:8]([C:16]2[CH:21]=[CH:20][C:19]([O:22][CH3:23])=[C:18]([F:24])[CH:17]=2)=[N:9][S:10][C:11]=1[C:12]([F:15])([F:14])[F:13]. Given the reactants CS([O:5][CH2:6][C:7]1[C:8]([C:16]2[CH:21]=[CH:20][C:19]([O:22][CH3:23])=[C:18]([F:24])[CH:17]=2)=[N:9][S:10][C:11]=1[C:12]([F:15])([F:14])[F:13])(=O)=O.O[C:26]1[C:31]([F:32])=[CH:30][C:29]([CH2:33][CH2:34][C:35]([O:37]CC)=[O:36])=[CH:28][C:27]=1[F:40], predict the reaction product. (2) Given the reactants [C:1]([NH:5][C:6](=[O:8])[OH:7])([CH3:4])([CH3:3])[CH3:2].[CH:9]1([S:12]([NH2:15])(=[O:14])=[O:13])[CH2:11][CH2:10]1.[Li]CCCC.C1C(=O)N([Cl:28])C(=O)C1, predict the reaction product. The product is: [Cl:28][C:9]1([S:12]([NH2:15])(=[O:14])=[O:13])[CH2:11][CH2:10]1.[C:1]([NH:5][C:6](=[O:7])[O-:8])([CH3:4])([CH3:3])[CH3:2]. (3) Given the reactants [CH3:1][C:2]1([CH3:18])[O:7][CH2:6][C:5]([C:11]2[CH:16]=[CH:15][CH:14]=[C:13]([CH3:17])[CH:12]=2)([N+:8]([O-])=O)[CH2:4][O:3]1.O, predict the reaction product. The product is: [CH3:1][C:2]1([CH3:18])[O:3][CH2:4][C:5]([C:11]2[CH:16]=[CH:15][CH:14]=[C:13]([CH3:17])[CH:12]=2)([NH2:8])[CH2:6][O:7]1. (4) The product is: [CH2:1]([O:8][C:9]1[CH:18]=[C:17]2[C:12]([C:13]([O:19][C:29]3[CH:34]=[CH:33][C:32]([N+:35]([O-:37])=[O:36])=[CH:31][C:30]=3[F:38])=[CH:14][CH:15]=[N:16]2)=[CH:11][C:10]=1[O:20][CH3:21])[C:2]1[CH:7]=[CH:6][CH:5]=[CH:4][CH:3]=1. Given the reactants [CH2:1]([O:8][C:9]1[CH:18]=[C:17]2[C:12]([C:13](=[O:19])[CH:14]=[CH:15][NH:16]2)=[CH:11][C:10]=1[O:20][CH3:21])[C:2]1[CH:7]=[CH:6][CH:5]=[CH:4][CH:3]=1.C(=O)([O-])[O-].[Cs+].[Cs+].F[C:29]1[CH:34]=[CH:33][C:32]([N+:35]([O-:37])=[O:36])=[CH:31][C:30]=1[F:38], predict the reaction product. (5) Given the reactants CO[C:3]1[CH:4]=[C:5]([NH2:12])[C:6]([NH2:11])=[CH:7][C:8]=1OC.S1C=CC=C1[C:18](=O)[C:19](O)=[O:20], predict the reaction product. The product is: [NH:12]1[C:5]2[C:6](=[CH:7][CH:8]=[CH:3][CH:4]=2)[N:11]=[CH:18][C:19]1=[O:20].